Dataset: Catalyst prediction with 721,799 reactions and 888 catalyst types from USPTO. Task: Predict which catalyst facilitates the given reaction. (1) Reactant: [CH:1]1([C:4]2[CH:5]=[C:6]([C:14]#[C:15][Si](C(C)C)(C(C)C)C(C)C)[CH:7]=[CH:8][C:9]=2[O:10][CH:11]([F:13])[F:12])[CH2:3][CH2:2]1.CCCC[N+](CCCC)(CCCC)CCCC.[F-]. Product: [CH:1]1([C:4]2[CH:5]=[C:6]([C:14]#[CH:15])[CH:7]=[CH:8][C:9]=2[O:10][CH:11]([F:12])[F:13])[CH2:3][CH2:2]1. The catalyst class is: 1. (2) Reactant: [H-].[Na+].[CH3:3][NH:4][C:5]([CH:7]1[CH2:12][CH2:11][N:10]([C:13]2[CH:18]=[CH:17][N:16]=[CH:15][CH:14]=2)[CH2:9][CH2:8]1)=[O:6].[Cl:19][C:20]1[CH:21]=[C:22]2[C:27](=[CH:28][CH:29]=1)[CH:26]=[C:25]([S:30]([CH2:33][CH2:34]Cl)(=[O:32])=[O:31])[CH:24]=[CH:23]2. Product: [Cl:19][C:20]1[CH:21]=[C:22]2[C:27](=[CH:28][CH:29]=1)[CH:26]=[C:25]([S:30]([CH2:33][CH2:34][N:4]([CH3:3])[C:5]([CH:7]1[CH2:8][CH2:9][N:10]([C:13]3[CH:18]=[CH:17][N:16]=[CH:15][CH:14]=3)[CH2:11][CH2:12]1)=[O:6])(=[O:32])=[O:31])[CH:24]=[CH:23]2. The catalyst class is: 3. (3) Reactant: [F:1][CH:2]([F:27])[O:3][C:4]1[CH:9]=[CH:8][C:7]([C:10]2[O:11][CH:12]=[C:13]([CH2:15][CH2:16][C:17]([C:19]3[C:24]([CH3:25])=[CH:23][CH:22]=[CH:21][N:20]=3)=[O:18])[N:14]=2)=[CH:6][C:5]=1[OH:26].N12CCCN=C1C[CH2:32][CH2:31][CH2:30][CH2:29]2.BrCCC=C.O. Product: [CH2:32]([O:26][C:5]1[CH:6]=[C:7]([C:10]2[O:11][CH:12]=[C:13]([CH2:15][CH2:16][C:17]([C:19]3[C:24]([CH3:25])=[CH:23][CH:22]=[CH:21][N:20]=3)=[O:18])[N:14]=2)[CH:8]=[CH:9][C:4]=1[O:3][CH:2]([F:1])[F:27])[CH2:31][CH:30]=[CH2:29]. The catalyst class is: 162. (4) Reactant: [C:1]([CH2:4][O:5][C:6]1[C:7]([N+:14]([O-:16])=[O:15])=[CH:8][C:9]([CH3:13])=[N+:10]([O-:12])[CH:11]=1)([OH:3])=[O:2].[C:17](=O)([O-])[O-].[K+].[K+].IC. Product: [CH3:17][O:2][C:1]([CH2:4][O:5][C:6]1[C:7]([N+:14]([O-:16])=[O:15])=[CH:8][C:9]([CH3:13])=[N+:10]([O-:12])[CH:11]=1)=[O:3]. The catalyst class is: 3. (5) Reactant: [CH2:1]([NH:8][CH:9]([CH2:14][C:15]1[CH:20]=[CH:19][C:18]([N+:21]([O-:23])=[O:22])=[CH:17][CH:16]=1)[C:10]([NH:12][CH3:13])=[O:11])[C:2]1[CH:7]=[CH:6][CH:5]=[CH:4][CH:3]=1.Cl[C:25]([O:27][CH3:28])=[O:26]. Product: [CH3:28][O:27][C:25](=[O:26])[N:8]([CH2:1][C:2]1[CH:3]=[CH:4][CH:5]=[CH:6][CH:7]=1)[C@H:9]([C:10](=[O:11])[NH:12][CH3:13])[CH2:14][C:15]1[CH:16]=[CH:17][C:18]([N+:21]([O-:23])=[O:22])=[CH:19][CH:20]=1. The catalyst class is: 66. (6) Reactant: [F:1][C:2]1[CH:7]=[CH:6][C:5]([S:8]([NH2:11])(=[O:10])=[O:9])=[CH:4][CH:3]=1.[OH-].[Li+].[Cl:14][C:15]1[C:24](Cl)=[N:23][C:22]2[C:17](=[CH:18][CH:19]=[CH:20][CH:21]=2)[N:16]=1.Cl. Product: [Cl:14][C:15]1[C:24]([NH:11][S:8]([C:5]2[CH:4]=[CH:3][C:2]([F:1])=[CH:7][CH:6]=2)(=[O:9])=[O:10])=[N:23][C:22]2[C:17]([N:16]=1)=[CH:18][CH:19]=[CH:20][CH:21]=2. The catalyst class is: 44. (7) Reactant: [C:1]([OH:10])(=[O:9])[CH2:2][CH2:3][CH2:4][CH2:5][C:6]([OH:8])=[O:7].C(O)C.[CH3:14][N:15]([CH2:35][C@@H:36]1[C:39]2[CH:40]=[C:41]([O:46][CH3:47])[C:42]([O:44][CH3:45])=[CH:43][C:38]=2[CH2:37]1)[CH2:16][CH2:17][CH2:18][N:19]1[C:29](=[O:30])[CH2:28][C:27]2[C:22](=[CH:23][C:24]([O:33][CH3:34])=[C:25]([O:31][CH3:32])[CH:26]=2)[CH2:21][CH2:20]1. Product: [CH3:14][N:15]([CH2:35][C@@H:36]1[C:39]2[CH:40]=[C:41]([O:46][CH3:47])[C:42]([O:44][CH3:45])=[CH:43][C:38]=2[CH2:37]1)[CH2:16][CH2:17][CH2:18][N:19]1[C:29](=[O:30])[CH2:28][C:27]2[C:22](=[CH:23][C:24]([O:33][CH3:34])=[C:25]([O:31][CH3:32])[CH:26]=2)[CH2:21][CH2:20]1.[C:1]([O-:10])(=[O:9])[CH2:2][CH2:3][CH2:4][CH2:5][C:6]([O-:8])=[O:7]. The catalyst class is: 4. (8) Reactant: [O:1]1[CH2:6][CH2:5][CH2:4][CH2:3][CH:2]1[CH2:7][CH:8]=[O:9].[BH4-].[Na+]. Product: [O:1]1[CH2:6][CH2:5][CH2:4][CH2:3][CH:2]1[CH2:7][CH2:8][OH:9]. The catalyst class is: 8. (9) Product: [N+:1]([C:4]1[CH:9]=[CH:8][CH:7]=[C:6]([C:10]([F:11])([F:12])[F:13])[C:5]=1[O:14][CH3:15])([O-:3])=[O:2]. Reactant: [N+:1]([C:4]1[CH:9]=[CH:8][CH:7]=[C:6]([C:10]([F:13])([F:12])[F:11])[C:5]=1[OH:14])([O-:3])=[O:2].[C:15]([O-])([O-])=O.[K+].[K+].IC. The catalyst class is: 3.